This data is from Oral bioavailability binary classification data from Ma et al.. The task is: Regression/Classification. Given a drug SMILES string, predict its absorption, distribution, metabolism, or excretion properties. Task type varies by dataset: regression for continuous measurements (e.g., permeability, clearance, half-life) or binary classification for categorical outcomes (e.g., BBB penetration, CYP inhibition). Dataset: bioavailability_ma. (1) The drug is CC1(C)O[C@@H]2CO[C@@]3(COS(N)(=O)=O)OC(C)(C)O[C@H]3[C@@H]2O1. The result is 1 (high bioavailability). (2) The compound is COC(=O)Nc1nc2ccc(C(=O)c3ccccc3)cc2[nH]1. The result is 1 (high bioavailability). (3) The compound is CN[C@@H](C)[C@@H](O)c1ccccc1. The result is 1 (high bioavailability). (4) The compound is COc1ccccc1OCCNCC(O)COc1cccc2[nH]c3ccccc3c12. The result is 1 (high bioavailability). (5) The compound is CCCN1C[C@H](CSC)C[C@@H]2c3cccc4[nH]cc(c34)C[C@H]21. The result is 1 (high bioavailability). (6) The compound is C#CC1(O)CCC2C3CCC4=CC(=O)CCC4C3CCC21CC. The result is 1 (high bioavailability). (7) The compound is CC(C)[N+]1(C)[C@H]2CC[C@@H]1C[C@H](OC(=O)C(CO)c1ccccc1)C2. The result is 0 (low bioavailability). (8) The molecule is C[C@@H]1O[C@@H]1P(=O)(O)O. The result is 1 (high bioavailability). (9) The molecule is CCN(CC)C(=O)N[C@H]1C[C@@H]2c3cccc4[nH]cc(c34)C[C@H]2N(C)C1. The result is 0 (low bioavailability). (10) The molecule is CCOC(=O)c1ncn2c1CN(C)C(=O)c1cc(F)ccc1-2. The result is 1 (high bioavailability).